Task: Predict the product of the given reaction.. Dataset: Forward reaction prediction with 1.9M reactions from USPTO patents (1976-2016) (1) Given the reactants O[CH:2]1[C:10]2[CH:9]=[C:8]3[CH2:11][CH2:12][N:13](C(OC(C)(C)C)=O)[CH2:14][CH2:15][C:7]3=[CH:6][C:5]=2[C:4](=O)[N:3]1[CH:24]([CH3:26])[CH3:25].C([SiH](CC)CC)C.C(O)(C(F)(F)F)=O.C([O-])([O-])=O.[Na+].[Na+], predict the reaction product. The product is: [CH3:26][CH:24]([N:3]1[CH2:4][C:5]2[CH:6]=[C:7]3[CH2:15][CH2:14][NH:13][CH2:12][CH2:11][C:8]3=[CH:9][C:10]=2[CH2:2]1)[CH3:25]. (2) Given the reactants [NH2:1][C:2]1[S:3][CH:4]=[C:5]([C:16]2[CH:21]=[CH:20][CH:19]=[CH:18][CH:17]=2)[C:6]=1[C:7]([C:9]1[CH:14]=[CH:13][C:12]([CH3:15])=[CH:11][CH:10]=1)=O.[C:22]([O:29][CH3:30])(=[O:28])[CH2:23][CH2:24][C:25]([CH3:27])=O.Cl[Si](C)(C)C, predict the reaction product. The product is: [CH3:27][C:25]1[N:1]=[C:2]2[S:3][CH:4]=[C:5]([C:16]3[CH:21]=[CH:20][CH:19]=[CH:18][CH:17]=3)[C:6]2=[C:7]([C:9]2[CH:14]=[CH:13][C:12]([CH3:15])=[CH:11][CH:10]=2)[C:24]=1[CH2:23][C:22]([O:29][CH3:30])=[O:28]. (3) The product is: [ClH:7].[CH:8]1([C:11]2[CH:12]=[CH:13][C:14](/[CH:17]=[C:18](\[NH:25][C:26](=[O:45])[C:27]3[CH:32]=[CH:31][C:30]([O:33][CH2:34][CH2:35][C:36]4[CH:41]=[CH:40][C:39]([N:42]([CH3:43])[CH3:44])=[CH:38][CH:37]=4)=[CH:29][CH:28]=3)/[C:19]([NH:21][CH2:22][CH2:23][OH:24])=[O:20])=[CH:15][CH:16]=2)[CH2:10][CH2:9]1. Given the reactants C(OC(=O)C)C.[ClH:7].[CH:8]1([C:11]2[CH:16]=[CH:15][C:14](/[CH:17]=[C:18](\[NH:25][C:26](=[O:45])[C:27]3[CH:32]=[CH:31][C:30]([O:33][CH2:34][CH2:35][C:36]4[CH:41]=[CH:40][C:39]([N:42]([CH3:44])[CH3:43])=[CH:38][CH:37]=4)=[CH:29][CH:28]=3)/[C:19]([NH:21][CH2:22][CH2:23][OH:24])=[O:20])=[CH:13][CH:12]=2)[CH2:10][CH2:9]1, predict the reaction product.